The task is: Predict the reaction yield, written as a fraction of the theoretical maximum amount of product (1.0 means a 100% yield; for example, 0.34 means a 34% yield).. This data is from Reaction yield outcomes from USPTO patents with 853,638 reactions. The reactants are [Br:1][C:2]1[CH:3]=[C:4]([CH:8]=[C:9]([OH:11])[CH:10]=1)[C:5](O)=[O:6].[H-].[H-].[H-].[H-].[Li+].[Al+3].Cl. The catalyst is C1COCC1. The product is [Br:1][C:2]1[CH:10]=[C:9]([OH:11])[CH:8]=[C:4]([CH2:5][OH:6])[CH:3]=1. The yield is 0.360.